From a dataset of Forward reaction prediction with 1.9M reactions from USPTO patents (1976-2016). Predict the product of the given reaction. (1) The product is: [CH2:1]([O:3][C:4]1[CH:10]=[CH:9][C:7]([NH:8][C:31](=[O:32])[CH2:30][CH2:29][C:23]2[CH:28]=[CH:27][CH:26]=[CH:25][CH:24]=2)=[C:6]([N+:11]([O-:13])=[O:12])[CH:5]=1)[CH3:2]. Given the reactants [CH2:1]([O:3][C:4]1[CH:10]=[CH:9][C:7]([NH2:8])=[C:6]([N+:11]([O-:13])=[O:12])[CH:5]=1)[CH3:2].CCN(C(C)C)C(C)C.[C:23]1([CH2:29][CH2:30][C:31](Cl)=[O:32])[CH:28]=[CH:27][CH:26]=[CH:25][CH:24]=1, predict the reaction product. (2) Given the reactants Cl[C:2]1[N:10]=[C:9]2[C:5]([N:6]=[CH:7][NH:8]2)=[C:4]([NH:11][CH:12]2[CH2:17][CH2:16][CH:15]([O:18][CH2:19][CH3:20])[CH2:14][CH2:13]2)[N:3]=1.[CH3:21][C:22]1[CH:27]=[C:26]([N:28]2[CH2:33][CH2:32][O:31][CH2:30][CH2:29]2)[CH:25]=[CH:24][C:23]=1[NH2:34].C([O-])(=O)C.[Na+], predict the reaction product. The product is: [CH2:19]([O:18][CH:15]1[CH2:16][CH2:17][CH:12]([NH:11][C:4]2[N:3]=[C:2]([NH:34][C:23]3[CH:24]=[CH:25][C:26]([N:28]4[CH2:33][CH2:32][O:31][CH2:30][CH2:29]4)=[CH:27][C:22]=3[CH3:21])[N:10]=[C:9]3[C:5]=2[N:6]=[CH:7][NH:8]3)[CH2:13][CH2:14]1)[CH3:20]. (3) Given the reactants [Cl:1][C:2]1[CH:3]=[C:4]([CH:25]=[CH:26][C:27]=1[Cl:28])[O:5][C:6]1[CH:11]=[CH:10][CH:9]=[CH:8][C:7]=1[NH:12][S:13]([C:16]1[CH:24]=[CH:23][C:19]([C:20](O)=[O:21])=[CH:18][CH:17]=1)(=[O:15])=[O:14].[N:29]1([CH2:34][CH2:35][CH2:36][N:37]2[CH2:43][CH2:42][CH2:41][NH:40][CH2:39][CH2:38]2)[CH2:33][CH2:32][CH2:31][CH2:30]1, predict the reaction product. The product is: [Cl:1][C:2]1[CH:3]=[C:4]([CH:25]=[CH:26][C:27]=1[Cl:28])[O:5][C:6]1[CH:11]=[CH:10][CH:9]=[CH:8][C:7]=1[NH:12][S:13]([C:16]1[CH:17]=[CH:18][C:19]([C:20]([N:40]2[CH2:41][CH2:42][CH2:43][N:37]([CH2:36][CH2:35][CH2:34][N:29]3[CH2:30][CH2:31][CH2:32][CH2:33]3)[CH2:38][CH2:39]2)=[O:21])=[CH:23][CH:24]=1)(=[O:15])=[O:14]. (4) Given the reactants [N:1]1[CH:6]=[CH:5][CH:4]=[CH:3][C:2]=1[CH:7]=O.[CH3:9][C:10]1[CH:16]=[CH:15][CH:14]=[C:13]([CH3:17])[C:11]=1[NH2:12], predict the reaction product. The product is: [CH3:9][C:10]1[CH:16]=[CH:15][CH:14]=[C:13]([CH3:17])[C:11]=1[N:12]=[CH:7][C:2]1[CH:3]=[CH:4][CH:5]=[CH:6][N:1]=1. (5) The product is: [C:22]([NH:21][C:17]1[C:16]([NH:15][C:4](=[O:6])[C:3]2[CH:7]=[CH:8][C:9]([S:11]([CH3:14])(=[O:13])=[O:12])=[CH:10][C:2]=2[Cl:1])=[N:20][O:19][N:18]=1)(=[O:24])[CH3:23]. Given the reactants [Cl:1][C:2]1[CH:10]=[C:9]([S:11]([CH3:14])(=[O:13])=[O:12])[CH:8]=[CH:7][C:3]=1[C:4]([OH:6])=O.[NH2:15][C:16]1[C:17]([NH:21][C:22](=[O:24])[CH3:23])=[N:18][O:19][N:20]=1.C(N(CC)CC)C.C(P1(=O)OP(=O)(CCC)OP(=O)(CCC)O1)CC, predict the reaction product. (6) Given the reactants [NH2:1][CH2:2][CH2:3][CH2:4][CH2:5][CH2:6][CH2:7][CH2:8][CH2:9][NH:10][C:11](=[O:17])[O:12][C:13]([CH3:16])([CH3:15])[CH3:14].[N:18]1[CH:23]=[CH:22][CH:21]=[CH:20][C:19]=1[CH:24]=O.[BH-](OC(C)=O)(OC(C)=O)OC(C)=O.[Na+].[C:40]([O:44][C:45]([CH3:48])([CH3:47])[CH3:46])(=[O:43])[CH:41]=O, predict the reaction product. The product is: [C:13]([O:12][C:11]([NH:10][CH2:9][CH2:8][CH2:7][CH2:6][CH2:5][CH2:4][CH2:3][CH2:2][N:1]([CH2:24][C:19]1[CH:20]=[CH:21][CH:22]=[CH:23][N:18]=1)[CH2:41][C:40]([O:44][C:45]([CH3:48])([CH3:47])[CH3:46])=[O:43])=[O:17])([CH3:14])([CH3:16])[CH3:15]. (7) Given the reactants [C:9](O[C:9]([O:11][C:12]([CH3:15])([CH3:14])[CH3:13])=[O:10])([O:11][C:12]([CH3:15])([CH3:14])[CH3:13])=[O:10].[Br:16][C:17]1[CH:25]=[CH:24][C:20]([CH2:21][CH2:22][NH2:23])=[CH:19][CH:18]=1, predict the reaction product. The product is: [Br:16][C:17]1[CH:25]=[CH:24][C:20]([CH2:21][CH2:22][NH:23][C:9](=[O:10])[O:11][C:12]([CH3:13])([CH3:14])[CH3:15])=[CH:19][CH:18]=1. (8) Given the reactants [CH:1]1([C:4]2[C:8]3[CH:9]=[N:10][C:11]([NH:13][C:14]([NH:16][CH2:17][C:18]4[CH:23]=[CH:22][C:21]([F:24])=[CH:20][CH:19]=4)=[O:15])=[CH:12][C:7]=3[N:6](C(C3C=CC=CC=3)(C3C=CC=CC=3)C3C=CC=CC=3)[N:5]=2)[CH2:3][CH2:2]1.C(O)(C(F)(F)F)=O.C([SiH](CC)CC)C, predict the reaction product. The product is: [CH:1]1([C:4]2[C:8]3[CH:9]=[N:10][C:11]([NH:13][C:14]([NH:16][CH2:17][C:18]4[CH:19]=[CH:20][C:21]([F:24])=[CH:22][CH:23]=4)=[O:15])=[CH:12][C:7]=3[NH:6][N:5]=2)[CH2:3][CH2:2]1. (9) Given the reactants [Br:1][C:2]1[CH:7]=[C:6]([C:8](O)=O)[C:5]([F:11])=[CH:4][N:3]=1.CN(C(ON1N=NC2C=CC=NC1=2)=[N+](C)C)C.F[P-](F)(F)(F)(F)F.CCN(C(C)C)C(C)C.[CH3:45][NH:46][C:47]1[C:48]([NH2:53])=[CH:49][CH:50]=[CH:51][CH:52]=1, predict the reaction product. The product is: [Br:1][C:2]1[CH:7]=[C:6]([C:8]2[N:46]([CH3:45])[C:47]3[CH:52]=[CH:51][CH:50]=[CH:49][C:48]=3[N:53]=2)[C:5]([F:11])=[CH:4][N:3]=1.